Predict the product of the given reaction. From a dataset of Forward reaction prediction with 1.9M reactions from USPTO patents (1976-2016). (1) Given the reactants [F:1][C:2]1[CH:23]=[CH:22][C:5]([CH2:6][N:7]2[C:11](=[O:12])[N:10]([C:13]3[S:14][C:15]([C:19]([NH2:21])=O)=[C:16]([CH3:18])[N:17]=3)[CH:9]=[N:8]2)=[CH:4][CH:3]=1.N1C=CC=CC=1.FC(F)(F)C(OC(=O)C(F)(F)F)=O, predict the reaction product. The product is: [F:1][C:2]1[CH:23]=[CH:22][C:5]([CH2:6][N:7]2[C:11](=[O:12])[N:10]([C:13]3[S:14][C:15]([C:19]#[N:21])=[C:16]([CH3:18])[N:17]=3)[CH:9]=[N:8]2)=[CH:4][CH:3]=1. (2) Given the reactants [Cl:1][C:2]1[CH:3]=[CH:4][C:5]([N+:39]([O-:41])=[O:40])=[C:6]([C:8]2[CH:13]=[CH:12][N:11]([CH:14]([CH2:31][C:32]3[CH:37]=[CH:36][CH:35]=[CH:34][CH:33]=3)[C:15]([NH:17][C:18]3[CH:30]=[CH:29][C:21]([C:22]([O:24][C:25]([CH3:28])([CH3:27])[CH3:26])=[O:23])=[CH:20][CH:19]=3)=[O:16])[C:10](=[O:38])[CH:9]=2)[CH:7]=1.[NH2:42]C1C=CC(C(OC(C)(C)C)=O)=CC=1, predict the reaction product. The product is: [NH2:42][C:19]1[CH:20]=[C:21]([CH:29]=[CH:30][C:18]=1[NH:17][C:15](=[O:16])[CH:14]([N:11]1[CH:12]=[CH:13][C:8]([C:6]2[CH:7]=[C:2]([Cl:1])[CH:3]=[CH:4][C:5]=2[N+:39]([O-:41])=[O:40])=[CH:9][C:10]1=[O:38])[CH2:31][C:32]1[CH:33]=[CH:34][CH:35]=[CH:36][CH:37]=1)[C:22]([O:24][C:25]([CH3:27])([CH3:28])[CH3:26])=[O:23]. (3) Given the reactants [CH:1]1([N:5]2[CH2:11][CH2:10][C:9]3[CH:12]=[CH:13][C:14]([CH:16]4[CH2:21][CH2:20][NH:19][CH2:18][CH2:17]4)=[CH:15][C:8]=3[CH2:7][CH2:6]2)[CH2:4][CH2:3][CH2:2]1.Cl[C:23]1[N:28]=[CH:27][C:26]([C:29]([NH:31][CH3:32])=[O:30])=[CH:25][CH:24]=1.C(=O)([O-])[O-].[K+].[K+], predict the reaction product. The product is: [CH:1]1([N:5]2[CH2:11][CH2:10][C:9]3[CH:12]=[CH:13][C:14]([CH:16]4[CH2:21][CH2:20][N:19]([C:23]5[N:28]=[CH:27][C:26]([C:29]([NH:31][CH3:32])=[O:30])=[CH:25][CH:24]=5)[CH2:18][CH2:17]4)=[CH:15][C:8]=3[CH2:7][CH2:6]2)[CH2:4][CH2:3][CH2:2]1. (4) Given the reactants [CH3:1][O:2][C:3]([CH:5]1[C:10](=[O:11])[CH2:9][CH2:8][C:7]2([CH2:16][CH2:15][CH2:14][CH2:13][CH2:12]2)[CH2:6]1)=[O:4].CO.[BH4-].[Na+].Cl, predict the reaction product. The product is: [CH3:1][O:2][C:3]([C@H:5]1[C@H:10]([OH:11])[CH2:9][CH2:8][C:7]2([CH2:16][CH2:15][CH2:14][CH2:13][CH2:12]2)[CH2:6]1)=[O:4].[CH3:1][O:2][C:3]([C@H:5]1[C@@H:10]([OH:11])[CH2:9][CH2:8][C:7]2([CH2:16][CH2:15][CH2:14][CH2:13][CH2:12]2)[CH2:6]1)=[O:4]. (5) The product is: [N+:25]([C:22]1[CH:21]=[CH:20][C:19]([S:18]([CH3:17])=[N:32][S:29]([CH3:28])(=[O:31])=[O:30])=[CH:24][CH:23]=1)([O-:27])=[O:26]. Given the reactants C(O)(=O)C.C(O)(=O)C.I(C1C=CC=CC=1)=O.[CH3:17][S:18][C:19]1[CH:24]=[CH:23][C:22]([N+:25]([O-:27])=[O:26])=[CH:21][CH:20]=1.[CH3:28][S:29]([NH2:32])(=[O:31])=[O:30].[O-2].[Mg+2], predict the reaction product. (6) Given the reactants [C:1]1([C:7]2[CH:15]=[CH:14][C:10]([C:11]([OH:13])=O)=[CH:9][CH:8]=2)[CH2:6][CH2:5][CH2:4][CH2:3][CH:2]=1.C(Cl)(=O)C(Cl)=O.[CH:22]1[CH:23]=[CH:24][N:25]2[CH2:31][C:30]3[CH:32]=[CH:33][CH:34]=[CH:35][C:29]=3[NH:28][CH2:27][C:26]=12.C(N(CC)C(C)C)(C)C.Cl, predict the reaction product. The product is: [CH:22]1[CH:23]=[CH:24][N:25]2[CH2:31][C:30]3[CH:32]=[CH:33][CH:34]=[CH:35][C:29]=3[N:28]([C:11]([C:10]3[CH:9]=[CH:8][C:7]([C:1]4[CH2:6][CH2:5][CH2:4][CH2:3][CH:2]=4)=[CH:15][CH:14]=3)=[O:13])[CH2:27][C:26]=12. (7) Given the reactants Cl[C:2]1[C:7]([N+:8]([O-:10])=[O:9])=[CH:6][N:5]=[C:4]2[CH:11]=[CH:12][S:13][C:3]=12.[C:14]([O:18][C:19](=[O:28])[NH:20][CH:21]1[CH2:26][CH2:25][CH:24]([NH2:27])[CH2:23][CH2:22]1)([CH3:17])([CH3:16])[CH3:15].C(N(CC)CC)C, predict the reaction product. The product is: [N+:8]([C:7]1[C:2]([NH:27][CH:24]2[CH2:25][CH2:26][CH:21]([NH:20][C:19](=[O:28])[O:18][C:14]([CH3:16])([CH3:15])[CH3:17])[CH2:22][CH2:23]2)=[C:3]2[S:13][CH:12]=[CH:11][C:4]2=[N:5][CH:6]=1)([O-:10])=[O:9].